This data is from Hepatocyte clearance measurements from AstraZeneca. The task is: Regression/Classification. Given a drug SMILES string, predict its absorption, distribution, metabolism, or excretion properties. Task type varies by dataset: regression for continuous measurements (e.g., permeability, clearance, half-life) or binary classification for categorical outcomes (e.g., BBB penetration, CYP inhibition). For this dataset (clearance_hepatocyte_az), we predict log10(clearance) (log10 of the in vitro intrinsic clearance, CLint, in uL/min per 10^6 hepatocytes; values are censored to the assay range of 3 to 150, which is 0.477 to 2.18 on this log10 scale). (1) The compound is CO[C@H]1C[C@@H]2CC[C@@H](C)[C@@](O)(O2)C(=O)C(=O)N2CCCC[C@H]2C(=O)O[C@H]([C@H](C)C[C@@H]2CC[C@@H](O)[C@H](OC)C2)CC(=O)[C@H](C)/C=C(\C)[C@@H](O)[C@@H](OC)C(=O)[C@H](C)C[C@H](C)/C=C/C=C/C=C/1C. The log10(clearance) is 1.70. (2) The compound is Cc1cc(C)nc(SCC(=O)Nc2cc(C)on2)n1. The log10(clearance) is 2.15. (3) The molecule is CCc1cccc2cc(C(O)CNC(C)(C)C)oc12. The log10(clearance) is 0.940. (4) The drug is O=C(NCc1cccnc1)c1cc(-c2ccco2)on1. The log10(clearance) is 2.18. (5) The log10(clearance) is 2.04. The molecule is CC(C)Oc1ccc2c(=O)c(-c3ccccc3)coc2c1. (6) The compound is CN(C)C(=O)C(CCN1CCC(O)(c2ccc(Cl)cc2)CC1)(c1ccccc1)c1ccccc1. The log10(clearance) is 1.14. (7) The molecule is Clc1cccc(-c2cnc3ccc(NC4CCOCC4)nn23)c1. The log10(clearance) is 1.17. (8) The molecule is Cc1cc(F)ccc1OC1CCN(CC2CCN([C@@](C)(Cc3ccc(F)cc3)C(=O)O)CC2)CC1. The log10(clearance) is 0.480.